Dataset: Catalyst prediction with 721,799 reactions and 888 catalyst types from USPTO. Task: Predict which catalyst facilitates the given reaction. (1) Reactant: [F:1][C:2]1[CH:3]=[C:4]([CH:7]=[CH:8][C:9]=1F)[C:5]#[N:6].[N:11]1([CH2:16][CH2:17][CH2:18][NH2:19])[CH2:15][CH2:14][CH2:13][CH2:12]1. Product: [F:1][C:2]1[CH:3]=[C:4]([CH:7]=[CH:8][C:9]=1[NH:19][CH2:18][CH2:17][CH2:16][N:11]1[CH2:15][CH2:14][CH2:13][CH2:12]1)[C:5]#[N:6]. The catalyst class is: 5. (2) Reactant: [F:1][C:2]([F:30])([F:29])[C:3]([N:5]1[CH:10]2[CH2:11][CH2:12][CH:6]1[CH2:7][C:8](=[C:13]1[C:26]3[CH:25]=[CH:24][CH:23]=[C:22]([C:27]#[N:28])[C:21]=3[O:20][C:19]3[C:14]1=[CH:15][CH:16]=[CH:17][CH:18]=3)[CH2:9]2)=[O:4].Cl.[NH2:32][OH:33].C(N(CC)CC)C. Product: [OH:33][NH:32][C:27]([C:22]1[C:21]2[O:20][C:19]3[C:14](=[CH:15][CH:16]=[CH:17][CH:18]=3)[C:13](=[C:8]3[CH2:9][CH:10]4[N:5]([C:3](=[O:4])[C:2]([F:30])([F:29])[F:1])[CH:6]([CH2:12][CH2:11]4)[CH2:7]3)[C:26]=2[CH:25]=[CH:24][CH:23]=1)=[NH:28]. The catalyst class is: 8. (3) Reactant: [NH:1]1[CH2:6][CH2:5][NH:4][CH2:3][CH2:2]1.C(N(CC)CC)C.[F:14][C:15]([F:21])([F:20])[S:16](Cl)(=[O:18])=[O:17]. Product: [F:14][C:15]([F:21])([F:20])[S:16]([N:1]1[CH2:6][CH2:5][NH:4][CH2:3][CH2:2]1)(=[O:18])=[O:17]. The catalyst class is: 4. (4) Reactant: Cl[CH2:2][C:3]1[CH:8]=[CH:7][C:6]([CH2:9][NH:10][C:11](=[O:13])[CH3:12])=[CH:5][CH:4]=1.[N:14]1[CH:19]=[CH:18][CH:17]=[C:16]([N:20]2[CH2:25][CH2:24][NH:23][CH2:22][CH2:21]2)[CH:15]=1.C(=O)([O-])[O-].[K+].[K+].O. Product: [N:14]1[CH:19]=[CH:18][CH:17]=[C:16]([N:20]2[CH2:21][CH2:22][N:23]([CH2:2][C:3]3[CH:8]=[CH:7][C:6]([CH2:9][NH:10][C:11](=[O:13])[CH3:12])=[CH:5][CH:4]=3)[CH2:24][CH2:25]2)[CH:15]=1. The catalyst class is: 9.